From a dataset of Catalyst prediction with 721,799 reactions and 888 catalyst types from USPTO. Predict which catalyst facilitates the given reaction. Reactant: [C:1]([O:4][CH2:5][CH2:6][C:7]1[CH:8]=[CH:9][CH:10]=[C:11]2[C:15]=1[NH:14][CH:13]=[CH:12]2)(=[O:3])[CH3:2].[C:16](=O)([O-])[O-].[Cs+].[Cs+].CI.O. Product: [C:1]([O:4][CH2:5][CH2:6][C:7]1[CH:8]=[CH:9][CH:10]=[C:11]2[C:15]=1[N:14]([CH3:16])[CH:13]=[CH:12]2)(=[O:3])[CH3:2]. The catalyst class is: 3.